This data is from Full USPTO retrosynthesis dataset with 1.9M reactions from patents (1976-2016). The task is: Predict the reactants needed to synthesize the given product. Given the product [F:24][C:23]([F:26])([F:25])[S:20]([O:12][C:7]1[CH:6]=[CH:5][C:4]2[C:9](=[CH:10][CH:11]=[C:2]([Br:1])[CH:3]=2)[CH:8]=1)(=[O:22])=[O:21], predict the reactants needed to synthesize it. The reactants are: [Br:1][C:2]1[CH:3]=[C:4]2[C:9](=[CH:10][CH:11]=1)[CH:8]=[C:7]([OH:12])[CH:6]=[CH:5]2.C(N(CC)CC)C.[S:20](O[S:20]([C:23]([F:26])([F:25])[F:24])(=[O:22])=[O:21])([C:23]([F:26])([F:25])[F:24])(=[O:22])=[O:21].